From a dataset of Reaction yield outcomes from USPTO patents with 853,638 reactions. Predict the reaction yield, written as a fraction of the theoretical maximum amount of product (1.0 means a 100% yield; for example, 0.34 means a 34% yield). (1) The reactants are [Cl:1][C:2]1[CH:3]=[CH:4][C:5]([CH2:25][N:26]2[C:31]3[CH:32]=[CH:33][NH:34][C:30]=3[C:29](=[O:35])[NH:28][C:27]2=[S:36])=[C:6]([C@H:8]([N:10](C(OC(C)(C)C)=O)C(OC(C)(C)C)=O)[CH3:9])[CH:7]=1.Cl.O.[OH-].[NH4+]. The catalyst is CO. The product is [NH2:10][C@@H:8]([C:6]1[CH:7]=[C:2]([Cl:1])[CH:3]=[CH:4][C:5]=1[CH2:25][N:26]1[C:31]2[CH:32]=[CH:33][NH:34][C:30]=2[C:29](=[O:35])[NH:28][C:27]1=[S:36])[CH3:9]. The yield is 0.922. (2) The reactants are [F:1][C:2]1[C:3]([CH3:10])=[C:4]([NH:8]N)[CH:5]=[CH:6][CH:7]=1.[C:11]([O:16][CH2:17][CH3:18])(=[O:15])[C:12]([CH3:14])=O.C1(C)C=CC(S(O)(=O)=O)=CC=1.C(=O)([O-])O.[Na+]. The catalyst is C(O)C.C1(C)C=CC=CC=1. The product is [CH2:17]([O:16][C:11]([C:12]1[NH:8][C:4]2[C:5]([CH:14]=1)=[CH:6][CH:7]=[C:2]([F:1])[C:3]=2[CH3:10])=[O:15])[CH3:18]. The yield is 0.240.